Task: Predict the reaction yield, written as a fraction of the theoretical maximum amount of product (1.0 means a 100% yield; for example, 0.34 means a 34% yield).. Dataset: Reaction yield outcomes from USPTO patents with 853,638 reactions (1) The reactants are [CH:1]([N:4]1[C:8](=[O:9])[C:7]2=[CH:10][C:11]([N+:14]([O-])=O)=[CH:12][CH:13]=[C:6]2[C:5]1=[O:17])([CH3:3])[CH3:2]. The catalyst is C1COCC1.CN(C=O)C.[Pd]. The product is [CH:1]([N:4]1[C:8](=[O:9])[C:7]2=[CH:10][C:11]([NH2:14])=[CH:12][CH:13]=[C:6]2[C:5]1=[O:17])([CH3:3])[CH3:2]. The yield is 1.00. (2) The reactants are [CH2:1]([O:8][C:9]([NH:11][C:12]([C:24]([O:26]CC)=[O:25])([CH2:18][C:19]([O:21][CH2:22][CH3:23])=[O:20])[C:13]([O:15][CH2:16][CH3:17])=[O:14])=[O:10])[C:2]1[CH:7]=[CH:6][CH:5]=[CH:4][CH:3]=1. The catalyst is P([O-])([O-])([O-])=O.C(O)C. The product is [CH2:1]([O:8][C:9]([NH:11][C@@:12]([C:13]([O:15][CH2:16][CH3:17])=[O:14])([C:24]([OH:26])=[O:25])[CH2:18][C:19]([O:21][CH2:22][CH3:23])=[O:20])=[O:10])[C:2]1[CH:3]=[CH:4][CH:5]=[CH:6][CH:7]=1. The yield is 0.520. (3) The catalyst is O1CCOCC1.C1C=CC(P(C2C=CC=CC=2)[C-]2C=CC=C2)=CC=1.C1C=CC(P(C2C=CC=CC=2)[C-]2C=CC=C2)=CC=1.Cl[Pd]Cl.[Fe+2]. The product is [CH3:13][C:14]1([CH3:28])[CH2:19][O:18][B:17]([C:2]2[CH:12]=[CH:11][C:5]([O:6][CH:7]3[CH2:10][O:9][CH2:8]3)=[CH:4][CH:3]=2)[O:16][CH2:15]1. The yield is 0.300. The reactants are Br[C:2]1[CH:12]=[CH:11][C:5]([O:6][CH:7]2[CH2:10][O:9][CH2:8]2)=[CH:4][CH:3]=1.[CH3:13][C:14]1([CH3:28])[CH2:19][O:18][B:17]([B:17]2[O:18][CH2:19][C:14]([CH3:28])([CH3:13])[CH2:15][O:16]2)[O:16][CH2:15]1.CC([O-])=O.[K+].C(OCC)(=O)C. (4) The reactants are [C:1]([C:5]1[C:10](=[O:11])[CH:9]=[CH:8][N:7]([C:12]2[CH:17]=[CH:16][CH:15]=[C:14]([C:18]([F:21])([F:20])[F:19])[CH:13]=2)[N:6]=1)(=O)[CH2:2][CH3:3].[CH3:22][O-].[Na+].[C:25]1([NH:31][NH2:32])[CH:30]=[CH:29][CH:28]=[CH:27][CH:26]=1.CO. The catalyst is C(OC)=O.O.Cl. The product is [CH3:3][C:2]1[CH:22]=[N:32][N:31]([C:25]2[CH:30]=[CH:29][CH:28]=[CH:27][CH:26]=2)[C:1]=1[C:5]1[C:10](=[O:11])[CH:9]=[CH:8][N:7]([C:12]2[CH:17]=[CH:16][CH:15]=[C:14]([C:18]([F:21])([F:20])[F:19])[CH:13]=2)[N:6]=1. The yield is 0.390. (5) The reactants are C[O:2][C:3]([C:5]1[CH:10]=[CH:9][C:8]([C:11]([O:13][CH3:14])=[O:12])=[CH:7][N:6]=1)=O.[Cl-].[Ca+2].[Cl-].[BH4-].[Na+].C=O. The catalyst is C1COCC1.CO.C(Cl)Cl. The product is [CH3:14][O:13][C:11](=[O:12])[C:8]1[CH:9]=[CH:10][C:5]([CH2:3][OH:2])=[N:6][CH:7]=1. The yield is 0.960.